This data is from Forward reaction prediction with 1.9M reactions from USPTO patents (1976-2016). The task is: Predict the product of the given reaction. (1) The product is: [F:1][C:2]1[CH:3]=[C:4]([N:9]2[C:10]3[CH:15]=[CH:14][CH:13]=[CH:12][C:11]=3[NH:16][S:17]2(=[O:19])=[O:18])[CH:5]=[CH:6][C:7]=1[F:8]. Given the reactants [F:1][C:2]1[CH:3]=[C:4]([NH:9][C:10]2[C:11]([NH2:16])=[CH:12][CH:13]=[CH:14][CH:15]=2)[CH:5]=[CH:6][C:7]=1[F:8].[S:17](N)(N)(=[O:19])=[O:18], predict the reaction product. (2) Given the reactants C(O)=O.[NH2:4][CH2:5][CH2:6][C:7]1[CH:30]=[CH:29][C:10]([NH:11][CH:12]2[CH2:17][CH2:16][N:15]([C:18]([NH:20][CH2:21][CH2:22][CH2:23][CH2:24][CH2:25][CH2:26][CH2:27][CH3:28])=[O:19])[CH2:14][CH2:13]2)=[CH:9][CH:8]=1.[CH2:31]([C:34]1[CH:44]=[CH:43][CH:42]=[CH:41][C:35]=1[O:36][CH2:37][C@@H:38]1[CH2:40][O:39]1)[CH:32]=[CH2:33], predict the reaction product. The product is: [CH2:21]([NH:20][C:18]([N:15]1[CH2:16][CH2:17][CH:12]([NH:11][C:10]2[CH:9]=[CH:8][C:7]([CH2:6][CH2:5][NH:4][CH2:40][C@H:38]([OH:39])[CH2:37][O:36][C:35]3[CH:41]=[CH:42][CH:43]=[CH:44][C:34]=3[CH2:31][CH:32]=[CH2:33])=[CH:30][CH:29]=2)[CH2:13][CH2:14]1)=[O:19])[CH2:22][CH2:23][CH2:24][CH2:25][CH2:26][CH2:27][CH3:28]. (3) Given the reactants [Cl:1][C:2]1[CH:3]=[CH:4][C:5]([OH:20])=[C:6]([C:8]2[CH:9]=[N:10][N:11](C(OC(C)(C)C)=O)[CH:12]=2)[CH:7]=1.[C:21]([C:23]1[CH:24]=[C:25]([S:30]([NH:33][C:34]2[S:35][CH:36]=[CH:37][N:38]=2)(=[O:32])=[O:31])[CH:26]=[CH:27][C:28]=1F)#[N:22].C(=O)([O-])[O-].[K+].[K+].Cl, predict the reaction product. The product is: [Cl:1][C:2]1[CH:3]=[CH:4][C:5]([O:20][C:28]2[CH:27]=[CH:26][C:25]([S:30]([NH:33][C:34]3[S:35][CH:36]=[CH:37][N:38]=3)(=[O:31])=[O:32])=[CH:24][C:23]=2[C:21]#[N:22])=[C:6]([C:8]2[CH:12]=[N:11][NH:10][CH:9]=2)[CH:7]=1. (4) Given the reactants [CH3:1][N:2]([CH2:8][CH2:9][OH:10])[C:3]1[S:4][CH:5]=[CH:6][N:7]=1.F[C:12]1[CH:19]=[CH:18][C:15]([CH:16]=[O:17])=[CH:14][CH:13]=1, predict the reaction product. The product is: [CH3:1][N:2]([CH2:8][CH2:9][O:10][C:12]1[CH:19]=[CH:18][C:15]([CH:16]=[O:17])=[CH:14][CH:13]=1)[C:3]1[S:4][CH:5]=[CH:6][N:7]=1. (5) Given the reactants [Cl:1][C:2]1[CH:3]=[CH:4][C:5]([CH2:8][O:9][C:10]2[CH:15]=[CH:14][N:13]([C:16]3[CH:21]=[CH:20][C:19]4[C:22]5[CH2:23][N:24](C(OC(C)(C)C)=O)[CH2:25][CH2:26][CH2:27][C:28]=5[O:29][C:18]=4[CH:17]=3)[C:12](=[O:37])[CH:11]=2)=[N:6][CH:7]=1.Cl.C([O-])(O)=O.[Na+], predict the reaction product. The product is: [Cl:1][C:2]1[CH:3]=[CH:4][C:5]([CH2:8][O:9][C:10]2[CH:15]=[CH:14][N:13]([C:16]3[CH:21]=[CH:20][C:19]4[C:22]5[CH2:23][NH:24][CH2:25][CH2:26][CH2:27][C:28]=5[O:29][C:18]=4[CH:17]=3)[C:12](=[O:37])[CH:11]=2)=[N:6][CH:7]=1. (6) Given the reactants C(S([C:6]1[CH:34]=[CH:33][C:9]([CH2:10][NH:11][C:12]([C:14]2[CH:15]=[C:16]3[CH2:22][N:21]([C:23]([O:25][C:26]([CH3:29])([CH3:28])[CH3:27])=[O:24])[C@@H:20]([CH:30]([CH3:32])[CH3:31])[C:17]3=[N:18][CH:19]=2)=[O:13])=[CH:8][CH:7]=1)(=O)=O)C.NCC1C=CC([C:41]([O:43][CH3:44])=[O:42])=CC=1, predict the reaction product. The product is: [CH:30]([C@H:20]1[C:17]2=[N:18][CH:19]=[C:14]([C:12](=[O:13])[NH:11][CH2:10][C:9]3[CH:33]=[CH:34][C:6]([C:41]([O:43][CH3:44])=[O:42])=[CH:7][CH:8]=3)[CH:15]=[C:16]2[CH2:22][N:21]1[C:23]([O:25][C:26]([CH3:29])([CH3:27])[CH3:28])=[O:24])([CH3:32])[CH3:31]. (7) Given the reactants [C:1]([NH2:10])(=[O:9])[C:2]1[C:3](=[CH:5][CH:6]=[CH:7][CH:8]=1)[NH2:4].[Cl:11][C:12]1[CH:13]=[C:14]([CH:18]=[CH:19][N:20]=1)[C:15](Cl)=[O:16], predict the reaction product. The product is: [C:1]([C:2]1[CH:8]=[CH:7][CH:6]=[CH:5][C:3]=1[NH:4][C:15](=[O:16])[C:14]1[CH:18]=[CH:19][N:20]=[C:12]([Cl:11])[CH:13]=1)(=[O:9])[NH2:10].